Dataset: Peptide-MHC class II binding affinity with 134,281 pairs from IEDB. Task: Regression. Given a peptide amino acid sequence and an MHC pseudo amino acid sequence, predict their binding affinity value. This is MHC class II binding data. (1) The peptide sequence is LASVAMCRTPFSLAE. The MHC is DRB1_1101 with pseudo-sequence DRB1_1101. The binding affinity (normalized) is 0.872. (2) The peptide sequence is NSVIQALTSLGLLYT. The MHC is DRB4_0101 with pseudo-sequence DRB4_0103. The binding affinity (normalized) is 0.771. (3) The peptide sequence is KSSKPLVGPFNFRFMSKGGM. The MHC is DRB1_0701 with pseudo-sequence DRB1_0701. The binding affinity (normalized) is 0.526. (4) The peptide sequence is IRYPLTFGWCFKLVPVDPREVEEA. The MHC is HLA-DPA10301-DPB10402 with pseudo-sequence HLA-DPA10301-DPB10402. The binding affinity (normalized) is 0.399. (5) The peptide sequence is NKIVRMYSPISI. The MHC is DRB1_0101 with pseudo-sequence DRB1_0101. The binding affinity (normalized) is 0.860. (6) The peptide sequence is GIFYATSFLDLYRNP. The MHC is HLA-DPA10103-DPB10401 with pseudo-sequence HLA-DPA10103-DPB10401. The binding affinity (normalized) is 1.00. (7) The peptide sequence is HGRQIRMAKLLGRDP. The MHC is HLA-DPA10301-DPB10402 with pseudo-sequence HLA-DPA10301-DPB10402. The binding affinity (normalized) is 0.579. (8) The peptide sequence is RWTQSLRRGLSEFTT. The MHC is DRB1_0101 with pseudo-sequence DRB1_0101. The binding affinity (normalized) is 0.685. (9) The peptide sequence is KLGEVSWEEEAEISG. The MHC is HLA-DQA10201-DQB10402 with pseudo-sequence HLA-DQA10201-DQB10402. The binding affinity (normalized) is 0. (10) The peptide sequence is GELQIVDRIDAAFKI. The MHC is DRB3_0202 with pseudo-sequence DRB3_0202. The binding affinity (normalized) is 0.338.